Dataset: Catalyst prediction with 721,799 reactions and 888 catalyst types from USPTO. Task: Predict which catalyst facilitates the given reaction. (1) Reactant: [NH2:1][C:2]1[CH:7]=[C:6]([Cl:8])[CH:5]=[CH:4][C:3]=1[SH:9].[CH3:10][C:11]1([CH3:22])[CH2:20][C:19](=O)[CH2:18][C:17]2[N:16]=[CH:15][N:14]=[CH:13][C:12]1=2.C([OH:25])C. Product: [Cl:8][C:6]1[CH:5]=[CH:4][C:3]2[S:9][C:18]3[C:17]4[N:16]=[CH:15][N:14]=[CH:13][C:12]=4[C:11]([CH3:22])([CH3:10])[C:20](=[O:25])[C:19]=3[NH:1][C:2]=2[CH:7]=1. The catalyst class is: 66. (2) Reactant: Cl[C:2]([O:4][CH2:5][CH3:6])=[O:3].[CH:7]1([O:12][C:13]2[CH:18]=[CH:17][C:16]([NH:19][C:20]([NH:22][C:23]3[CH:28]=[CH:27][C:26]([N:29]4[CH2:33][CH2:32][CH:31](NC)[CH2:30]4)=[CH:25][CH:24]=3)=[O:21])=[CH:15][CH:14]=2)[CH2:11][CH2:10][CH2:9][CH2:8]1.C[CH2:37][N:38](C(C)C)C(C)C. Product: [CH:7]1([O:12][C:13]2[CH:14]=[CH:15][C:16]([NH:19][C:20](=[O:21])[NH:22][C:23]3[CH:28]=[CH:27][C:26]([N:29]4[CH2:33][CH2:32][CH:31]([CH2:37][NH:38][C:2](=[O:3])[O:4][CH2:5][CH3:6])[CH2:30]4)=[CH:25][CH:24]=3)=[CH:17][CH:18]=2)[CH2:8][CH2:9][CH2:10][CH2:11]1. The catalyst class is: 4. (3) Reactant: C1(=O)OC(=O)C=C1.C(O)CCCO.C(O)(=O)/C=C\C(O)=O.C1(=O)OCCC1.[C:28]([O:36][CH3:37])(=[O:35])/[CH:29]=[CH:30]\[C:31]([O:33][CH3:34])=[O:32]. Product: [C:28]([O:36][CH3:37])(=[O:35])[CH2:29][CH2:30][C:31]([O:33][CH3:34])=[O:32]. The catalyst class is: 7. (4) The catalyst class is: 20. Product: [Cl:21][C:22]1[S:26][C:25]([CH2:27][O:19][C:16]2[CH:17]=[CH:18][N:13]([C:10]3[CH:11]=[CH:12][C:5]4[N:4]=[C:3]([CH2:1][CH3:2])[N:7]([CH3:8])[C:6]=4[CH:9]=3)[C:14](=[O:20])[CH:15]=2)=[CH:24][CH:23]=1. Reactant: [CH2:1]([C:3]1[N:7]([CH3:8])[C:6]2[CH:9]=[C:10]([N:13]3[CH:18]=[CH:17][C:16]([OH:19])=[CH:15][C:14]3=[O:20])[CH:11]=[CH:12][C:5]=2[N:4]=1)[CH3:2].[Cl:21][C:22]1[S:26][C:25]([CH2:27]O)=[CH:24][CH:23]=1.C(P(CCCC)CCCC)CCC.N(C(N1CCCCC1)=O)=NC(N1CCCCC1)=O. (5) Product: [CH3:20][O:21][C:22]([C@@H:24]1[CH2:28][C@H:27]([Br:38])[CH2:26][N:25]1[C:30]([O:32][C:33]([CH3:36])([CH3:35])[CH3:34])=[O:31])=[O:23]. The catalyst class is: 4. Reactant: C1(P(C2C=CC=CC=2)C2C=CC=CC=2)C=CC=CC=1.[CH3:20][O:21][C:22]([C@@H:24]1[CH2:28][C@@H:27](O)[CH2:26][N:25]1[C:30]([O:32][C:33]([CH3:36])([CH3:35])[CH3:34])=[O:31])=[O:23].C(Br)(Br)(Br)[Br:38].C(O)C. (6) Reactant: F[P-](F)(F)(F)(F)F.N1(O[P+](N(C)C)(N(C)C)N(C)C)C2C=CC=CC=2N=N1.C(NC(C)C)(C)C.[F:35][C:36](=[CH2:40])[C:37](O)=[O:38].[NH2:41][C:42]1[N:46]([C@@H:47]2[CH2:52][CH2:51][CH2:50][NH:49][CH2:48]2)[N:45]=[C:44]([C:53]2[CH:58]=[CH:57][C:56]([O:59][C:60]3[CH:65]=[CH:64][CH:63]=[C:62]([C:66]([F:69])([F:68])[F:67])[N:61]=3)=[CH:55][CH:54]=2)[C:43]=1[C:70]([NH2:72])=[O:71]. Product: [NH2:41][C:42]1[N:46]([C@@H:47]2[CH2:52][CH2:51][CH2:50][N:49]([C:37](=[O:38])[C:36]([F:35])=[CH2:40])[CH2:48]2)[N:45]=[C:44]([C:53]2[CH:58]=[CH:57][C:56]([O:59][C:60]3[CH:65]=[CH:64][CH:63]=[C:62]([C:66]([F:69])([F:68])[F:67])[N:61]=3)=[CH:55][CH:54]=2)[C:43]=1[C:70]([NH2:72])=[O:71]. The catalyst class is: 255.